This data is from Full USPTO retrosynthesis dataset with 1.9M reactions from patents (1976-2016). The task is: Predict the reactants needed to synthesize the given product. (1) Given the product [F:16][C:7]1[CH:2]=[C:3]([CH2:8][C:9](=[O:15])[C:10]([O:12][CH2:13][CH3:14])=[O:11])[CH:4]=[CH:5][CH:6]=1, predict the reactants needed to synthesize it. The reactants are: F[C:2]1[CH:7]=[CH:6][CH:5]=[CH:4][C:3]=1[CH2:8][C:9](=[O:15])[C:10]([O:12][CH2:13][CH3:14])=[O:11].[F:16]C1C=C(C=CC=1)CBr.[Mg].C(OCC)(=O)C(OCC)=O. (2) Given the product [Cl:19][C:16]1[CH:17]=[CH:18][C:13]([C:11]2[N:12]=[C:8]([C:3]3[CH:4]=[N:5][CH:6]=[CH:7][C:2]=3[N:20]3[CH2:25][CH2:24][CH2:23][CH2:22][CH2:21]3)[S:9][CH:10]=2)=[CH:14][CH:15]=1, predict the reactants needed to synthesize it. The reactants are: Cl[C:2]1[CH:7]=[CH:6][N:5]=[CH:4][C:3]=1[C:8]1[S:9][CH:10]=[C:11]([C:13]2[CH:18]=[CH:17][C:16]([Cl:19])=[CH:15][CH:14]=2)[N:12]=1.[NH:20]1[CH2:25][CH2:24][CH2:23][CH2:22][CH2:21]1.Cl. (3) Given the product [CH2:29]([N:26]1[CH2:27][CH2:28][N:23]([C:21]([C:3]2[N:2]([CH3:1])[C:10]3[C:5]([CH:4]=2)=[CH:6][C:7]([O:11][C:12]2[CH:17]=[CH:16][C:15]([N+:18]([O-:20])=[O:19])=[CH:14][N:13]=2)=[CH:8][CH:9]=3)=[O:22])[CH2:24][CH2:25]1)[C:30]1[CH:35]=[CH:34][CH:33]=[CH:32][CH:31]=1, predict the reactants needed to synthesize it. The reactants are: [CH3:1][N:2]1[C:10]2[C:5](=[CH:6][C:7]([O:11][C:12]3[CH:17]=[CH:16][C:15]([N+:18]([O-:20])=[O:19])=[CH:14][N:13]=3)=[CH:8][CH:9]=2)[CH:4]=[C:3]1[C:21]([N:23]1[CH2:28][CH2:27][NH:26][CH2:25][CH2:24]1)=[O:22].[CH:29](=O)[C:30]1[CH:35]=[CH:34][CH:33]=[CH:32][CH:31]=1.C(O[BH-](OC(=O)C)OC(=O)C)(=O)C.[Na+].C(O)(=O)C.